The task is: Regression/Classification. Given a drug SMILES string, predict its absorption, distribution, metabolism, or excretion properties. Task type varies by dataset: regression for continuous measurements (e.g., permeability, clearance, half-life) or binary classification for categorical outcomes (e.g., BBB penetration, CYP inhibition). Dataset: cyp2c19_veith.. This data is from CYP2C19 inhibition data for predicting drug metabolism from PubChem BioAssay. (1) The compound is COc1ccc(CNc2ncnc3ccc(-c4ccc(C(=O)N(C)C)cc4)cc23)c(OC)c1. The result is 1 (inhibitor). (2) The drug is c1ccc(-c2nnc(SCc3nc4ccccc4[nH]3)n2Cc2ccco2)cc1. The result is 1 (inhibitor).